From a dataset of Catalyst prediction with 721,799 reactions and 888 catalyst types from USPTO. Predict which catalyst facilitates the given reaction. (1) Reactant: [CH:1]([O:4][C:5]1[CH:14]=[C:13]2[C:8]([CH2:9][CH2:10][C:11](=O)[NH:12]2)=[CH:7][C:6]=1[O:16][CH3:17])([CH3:3])[CH3:2].CC(C)([O-])C.[K+].P(Cl)(OCC)(OCC)=O.[N+:33]([CH2:35][C:36]([O:38][CH2:39][CH3:40])=[O:37])#[C-:34]. Product: [CH2:39]([O:38][C:36]([C:35]1[N:33]=[CH:34][N:12]2[C:13]3[C:8](=[CH:7][C:6]([O:16][CH3:17])=[C:5]([O:4][CH:1]([CH3:3])[CH3:2])[CH:14]=3)[CH2:9][CH2:10][C:11]=12)=[O:37])[CH3:40]. The catalyst class is: 1. (2) Reactant: [CH3:1][C:2]1[CH:10]=[C:9]2[N:4]([CH:5]=[N:6][C:7]3[CH:13]=[CH:12][S:11][C:8]=32)[N:3]=1.[Br:14]N1C(=O)CCC1=O. Product: [Br:14][C:10]1[C:2]([CH3:1])=[N:3][N:4]2[C:9]=1[C:8]1[S:11][CH:12]=[CH:13][C:7]=1[N:6]=[CH:5]2. The catalyst class is: 2.